This data is from Full USPTO retrosynthesis dataset with 1.9M reactions from patents (1976-2016). The task is: Predict the reactants needed to synthesize the given product. (1) Given the product [ClH:33].[Br:41][C:42]1[CH:43]=[C:44]([CH2:45][N:46]([CH:47]2[CH2:48][CH2:49]2)[C:22]([C@H:10]2[C@H:11]([C:14]3[CH:19]=[CH:18][N:17]([CH3:20])[C:16](=[O:21])[CH:15]=3)[CH2:12][CH2:13][NH:8][CH2:9]2)=[O:24])[CH:50]=[C:51]([CH2:54][CH2:55][CH2:56][O:57][CH3:58])[C:52]=1[CH3:53], predict the reactants needed to synthesize it. The reactants are: C(OC([N:8]1[CH2:13][CH2:12][C@H:11]([C:14]2[CH:19]=[CH:18][N:17]([CH3:20])[C:16](=[O:21])[CH:15]=2)[C@H:10]([C:22]([OH:24])=O)[CH2:9]1)=O)(C)(C)C.CN(C=O)C.C(Cl)(=O)C([Cl:33])=O.S(O)(=O)(=O)C.[Br:41][C:42]1[CH:43]=[C:44]([CH:50]=[C:51]([CH2:54][CH2:55][CH2:56][O:57][CH3:58])[C:52]=1[CH3:53])[CH2:45][NH:46][CH:47]1[CH2:49][CH2:48]1.CCN(C(C)C)C(C)C.Cl.[OH-].[Na+]. (2) Given the product [ClH:19].[CH3:1][O:2][C:3]1[CH:4]=[CH:5][CH:6]=[C:7]2[C:12]=1[CH:11]=[N+:10]([O-:21])[CH:9]=[CH:8]2, predict the reactants needed to synthesize it. The reactants are: [CH3:1][O:2][C:3]1[CH:4]=[CH:5][CH:6]=[C:7]2[C:12]=1[CH:11]=[N:10][CH:9]=[CH:8]2.C1C=C([Cl:19])C=C(C(OO)=[O:21])C=1. (3) Given the product [C:1]12([CH2:11][NH:12][C:13]([C:15]3[C:16]([CH3:28])=[N:17][N:18]([C:20]4[N:25]=[C:24]([C:35]#[N:36])[C:23]([CH3:27])=[CH:22][N:21]=4)[CH:19]=3)=[O:14])[CH2:10][CH:5]3[CH2:6][CH:7]([CH2:9][CH:3]([CH2:4]3)[CH2:2]1)[CH2:8]2, predict the reactants needed to synthesize it. The reactants are: [C:1]12([CH2:11][NH:12][C:13]([C:15]3[C:16]([CH3:28])=[N:17][N:18]([C:20]4[N:25]=[C:24](Br)[C:23]([CH3:27])=[CH:22][N:21]=4)[CH:19]=3)=[O:14])[CH2:10][CH:5]3[CH2:6][CH:7]([CH2:9][CH:3]([CH2:4]3)[CH2:2]1)[CH2:8]2.CCOC(C)=O.[CH3:35][N:36](C=O)C.